This data is from hERG potassium channel inhibition data for cardiac toxicity prediction from Karim et al.. The task is: Regression/Classification. Given a drug SMILES string, predict its toxicity properties. Task type varies by dataset: regression for continuous values (e.g., LD50, hERG inhibition percentage) or binary classification for toxic/non-toxic outcomes (e.g., AMES mutagenicity, cardiotoxicity, hepatotoxicity). Dataset: herg_karim. The molecule is CS(=O)(=O)c1ccc(-c2noc([C@@H](CC3CC3)[C@H](N)C(F)=C3CCCC3)n2)c(Cl)c1. The result is 1 (blocker).